From a dataset of Peptide-MHC class II binding affinity with 134,281 pairs from IEDB. Regression. Given a peptide amino acid sequence and an MHC pseudo amino acid sequence, predict their binding affinity value. This is MHC class II binding data. The peptide sequence is LNCNINNVVRIKVPF. The MHC is DRB1_1302 with pseudo-sequence DRB1_1302. The binding affinity (normalized) is 0.649.